Dataset: Antibody developability classification from SAbDab with 2,409 antibodies. Task: Regression/Classification. Given an antibody's heavy chain and light chain sequences, predict its developability. TAP uses regression for 5 developability metrics; SAbDab uses binary classification. The antibody is ['VQLQQSGAELVRPGTSVKLSCKASGYSFTNYWMNWLRQRPGQGLDWIGMIHPSDSETRLNQKFKDKATLTVDRSSSTAYIQLSSPTSEDSAVYYCARDDYDGAFWGQGTLVTVSA', 'ELVMTQSPLTLSVTIGQPASISCKSSQSLLYSNGKTYLNWLLQRPGQSPKRLIYLVSKLDSGDPDRFTGSGSGTDFTLKISRVEAEDLGIYYCVQGSHFPPTFGAGTKLELK']. Result: 0 (not developable).